The task is: Predict the reactants needed to synthesize the given product.. This data is from Full USPTO retrosynthesis dataset with 1.9M reactions from patents (1976-2016). (1) Given the product [C:1]1([NH:7][C:8](=[O:12])[C:9]([NH2:16])=[O:10])[CH:6]=[CH:5][CH:4]=[CH:3][CH:2]=1, predict the reactants needed to synthesize it. The reactants are: [C:1]1([NH:7][C:8](=[O:12])[C:9](O)=[O:10])[CH:6]=[CH:5][CH:4]=[CH:3][CH:2]=1.C1C[N:16]([P+](ON2N=NC3C=CC=CC2=3)(N2CCCC2)N2CCCC2)CC1.F[P-](F)(F)(F)(F)F.CN1CCOCC1.C(N)(=O)C(N)=O. (2) Given the product [NH:1]1[C:9]2[C:4](=[CH:5][C:6]([O:10][C:11]3[CH:39]=[C:38]([N:40]4[CH2:41][CH2:42][N:43]([CH2:46][C:47]5[CH2:48][C:49](=[O:50])[CH2:54][CH2:55][C:56]=5[C:57]5[CH:62]=[CH:61][C:60]([Cl:63])=[CH:59][CH:58]=5)[CH2:44][CH2:45]4)[CH:37]=[CH:36][C:12]=3[C:13]([NH:15][S:16]([C:19]3[CH:24]=[CH:23][C:22]([NH:25][CH2:26][CH:27]4[CH2:32][CH2:31][O:30][CH2:29][CH2:28]4)=[C:21]([N+:33]([O-:35])=[O:34])[CH:20]=3)(=[O:18])=[O:17])=[O:14])=[CH:7][CH:8]=2)[CH:3]=[CH:2]1, predict the reactants needed to synthesize it. The reactants are: [NH:1]1[C:9]2[C:4](=[CH:5][C:6]([O:10][C:11]3[CH:39]=[C:38]([N:40]4[CH2:45][CH2:44][N:43]([CH2:46][C:47]5[CH2:48][C:49]6([CH2:54][CH2:55][C:56]=5[C:57]5[CH:62]=[CH:61][C:60]([Cl:63])=[CH:59][CH:58]=5)OCC[O:50]6)[CH2:42][CH2:41]4)[CH:37]=[CH:36][C:12]=3[C:13]([NH:15][S:16]([C:19]3[CH:24]=[CH:23][C:22]([NH:25][CH2:26][CH:27]4[CH2:32][CH2:31][O:30][CH2:29][CH2:28]4)=[C:21]([N+:33]([O-:35])=[O:34])[CH:20]=3)(=[O:18])=[O:17])=[O:14])=[CH:7][CH:8]=2)[CH:3]=[CH:2]1.C1(C)C=CC(S([O-])(=O)=O)=CC=1.[NH+]1C=CC=CC=1. (3) Given the product [CH2:10]([O:12][CH:13]([O:29][CH2:30][CH3:31])[CH2:14][O:9][C@@H:4]([CH:1]1[CH2:3][CH2:2]1)[CH2:5]/[CH:6]=[CH:7]/[CH3:8])[CH3:11], predict the reactants needed to synthesize it. The reactants are: [CH:1]1([C@H:4]([OH:9])[CH2:5]/[CH:6]=[CH:7]/[CH3:8])[CH2:3][CH2:2]1.[CH2:10]([O:12][CH:13]([O:29][CH2:30][CH3:31])[CH2:14]O[C@H](CC=C)COCC1C=CC=CC=1)[CH3:11]. (4) Given the product [Cl:27][C:24]1[CH:25]=[CH:26][C:21]([O:20][CH2:19][O:1][C:2]2[CH:7]=[CH:6][CH:5]=[CH:4][C:3]=2[C:8](=[N:14][N:15]([CH3:17])[CH3:16])[N:9]2[CH:13]=[CH:12][N:11]=[CH:10]2)=[CH:22][CH:23]=1, predict the reactants needed to synthesize it. The reactants are: [OH:1][C:2]1[CH:7]=[CH:6][CH:5]=[CH:4][C:3]=1[C:8](=[N:14][N:15]([CH3:17])[CH3:16])[N:9]1[CH:13]=[CH:12][N:11]=[CH:10]1.Cl[CH2:19][O:20][C:21]1[CH:26]=[CH:25][C:24]([Cl:27])=[CH:23][CH:22]=1.C(=O)([O-])[O-].[K+].[K+].C(OCC)(=O)C. (5) Given the product [C:1]([O:5][C:6](=[O:30])[CH2:7][O:8][C:9]1[CH:14]=[CH:13][C:12]([Cl:15])=[CH:11][C:10]=1[C:16]#[C:17][C:18]1[CH:19]=[N:52][CH:51]=[CH:50][C:23]=1[CH2:22][CH2:21][CH3:20])([CH3:2])([CH3:3])[CH3:4], predict the reactants needed to synthesize it. The reactants are: [C:1]([O:5][C:6](=[O:30])[CH2:7][O:8][C:9]1[CH:14]=[CH:13][C:12]([Cl:15])=[CH:11][C:10]=1[C:16]#[C:17][C:18]1[CH:23]=[CH:22][CH:21]=[C:20](S(CCC)(=O)=O)[CH:19]=1)([CH3:4])([CH3:3])[CH3:2].C(OC(=O)COC1C=CC(Cl)=CC=1C#C)(C)(C)C.Br[C:50]1[CH:51]=[N:52]C=CC=1CCC. (6) Given the product [CH:16]([O:19][C:20]1[CH:40]=[CH:39][CH:38]=[CH:37][C:21]=1[O:22][CH2:23][CH2:24][CH2:25][NH:26][CH2:34][C:33]1[CH:32]=[C:31]([C:44]([N:41]2[CH2:12][CH2:13][CH2:14][CH2:15][CH2:5]2)=[O:45])[CH:30]=[CH:29][CH:28]=1)([CH3:17])[CH3:18], predict the reactants needed to synthesize it. The reactants are: C(O[C:5]1[CH:15]=[CH:14][CH:13]=[CH:12]C=1OCCCN)(C)C.[CH:16]([O:19][C:20]1[CH:40]=[CH:39][CH:38]=[CH:37][C:21]=1[O:22][CH2:23][CH2:24][CH2:25][N:26]1[C:34](=O)[C:33]2[C:28](=[CH:29][CH:30]=[CH:31][CH:32]=2)C1=O)([CH3:18])[CH3:17].[NH2:41]N.C[CH2:44][OH:45]. (7) Given the product [CH3:21][C:8]1[C:3]2=[N:4][CH:5]=[CH:6][CH:7]=[C:2]2[S:14][C:15]=1[C:16]([O:18][CH2:19][CH3:20])=[O:17], predict the reactants needed to synthesize it. The reactants are: Cl[C:2]1[C:3]([C:8]#N)=[N:4][CH:5]=[CH:6][CH:7]=1.C[Mg]Br.Cl.[SH:14][CH2:15][C:16]([O:18][CH2:19][CH3:20])=[O:17].[C:21](=O)([O-])[O-].[K+].[K+]. (8) Given the product [CH3:20][N:18]([CH3:19])[C:15]1[CH:14]=[CH:13][C:12]([C:9]([C:6]2[CH:5]=[CH:4][C:3]([N:2]([CH3:1])[CH3:21])=[CH:8][CH:7]=2)=[C:10]([Br:26])[CH3:11])=[CH:17][CH:16]=1, predict the reactants needed to synthesize it. The reactants are: [CH3:1][N:2]([CH3:21])[C:3]1[CH:8]=[CH:7][C:6]([C:9]([C:12]2[CH:17]=[CH:16][C:15]([N:18]([CH3:20])[CH3:19])=[CH:14][CH:13]=2)=[CH:10][CH3:11])=[CH:5][CH:4]=1.ClCCCl.[Br:26]Br.N1C=CC=CC=1. (9) Given the product [NH2:24][C:21]1[N:22]=[CH:23][C:18]([C:16]2[CH:15]=[N:14][N:13]([C@H:10]3[CH2:9][CH2:8][C@H:7]([OH:6])[CH2:12][CH2:11]3)[CH:17]=2)=[C:19]2[CH:27]=[C:26]([C:39]3[CH:38]=[CH:37][CH:36]=[C:35]4[C:40]=3[N:32]([CH3:31])[N:33]=[CH:34]4)[O:25][C:20]=12, predict the reactants needed to synthesize it. The reactants are: C([Si](C)(C)[O:6][CH:7]1[CH2:12][CH2:11][CH:10]([N:13]2[CH:17]=[C:16]([C:18]3[CH:23]=[N:22][C:21]([NH2:24])=[C:20]4[O:25][C:26](Cl)=[CH:27][C:19]=34)[CH:15]=[N:14]2)[CH2:9][CH2:8]1)(C)(C)C.[CH3:31][N:32]1[C:40]2[C:35](=[CH:36][CH:37]=[CH:38][C:39]=2B(O)O)[CH:34]=[N:33]1. (10) Given the product [CH3:22][O:23][C:24]([C:26]1[C:34]2[C:29](=[CH:30][CH:31]=[CH:32][CH:33]=2)[N:28]([C:8]2[C:17]3[C:12](=[C:13]([C:18]([F:21])([F:20])[F:19])[CH:14]=[CH:15][CH:16]=3)[N:11]=[CH:10][CH:9]=2)[CH:27]=1)=[O:25], predict the reactants needed to synthesize it. The reactants are: C(=O)([O-])[O-].[K+].[K+].Cl[C:8]1[C:17]2[C:12](=[C:13]([C:18]([F:21])([F:20])[F:19])[CH:14]=[CH:15][CH:16]=2)[N:11]=[CH:10][CH:9]=1.[CH3:22][O:23][C:24]([C:26]1[C:34]2[C:29](=[CH:30][CH:31]=[CH:32][CH:33]=2)[NH:28][CH:27]=1)=[O:25].